This data is from Forward reaction prediction with 1.9M reactions from USPTO patents (1976-2016). The task is: Predict the product of the given reaction. (1) The product is: [F:45][C:46]([F:51])([F:50])[C:47]([OH:49])=[O:48].[CH3:44][N:2]([CH3:1])[CH2:3][CH2:4][CH2:5][C:6]1[CH:7]=[C:8]([NH:16][C:17]2[C:26]3[C:21](=[CH:22][CH:23]=[CH:24][CH:25]=3)[C:20]([C:27]3[CH:35]=[C:34]4[C:30]([C:31]([CH3:43])=[N:32][NH:33]4)=[CH:29][CH:28]=3)=[N:19][N:18]=2)[CH:9]=[C:10]([C:12]([F:14])([F:15])[F:13])[CH:11]=1. Given the reactants [CH3:1][N:2]([CH3:44])[CH2:3][CH2:4][CH2:5][C:6]1[CH:7]=[C:8]([NH:16][C:17]2[C:26]3[C:21](=[CH:22][CH:23]=[CH:24][CH:25]=3)[C:20]([C:27]3[CH:35]=[C:34]4[C:30]([C:31]([CH3:43])=[N:32][N:33]4C(OC(C)(C)C)=O)=[CH:29][CH:28]=3)=[N:19][N:18]=2)[CH:9]=[C:10]([C:12]([F:15])([F:14])[F:13])[CH:11]=1.[F:45][C:46]([F:51])([F:50])[C:47]([OH:49])=[O:48], predict the reaction product. (2) Given the reactants [N:1]1([C:15]([O:17][C:18]([CH3:21])([CH3:20])[CH3:19])=[O:16])[CH2:6][CH:5]([C:7]([O:9]C)=[O:8])[CH2:4][CH:3]([C:11]([O:13][CH3:14])=[O:12])[CH2:2]1.O[Li].O, predict the reaction product. The product is: [C:18]([O:17][C:15]([N:1]1[CH2:2][CH:3]([C:11]([O:13][CH3:14])=[O:12])[CH2:4][CH:5]([C:7]([OH:9])=[O:8])[CH2:6]1)=[O:16])([CH3:21])([CH3:19])[CH3:20]. (3) Given the reactants C([S:8][C:9]1[CH:10]=[C:11]2[C:16](=[CH:17][CH:18]=1)[C:15]([C:19]1[C:24]([O:25][CH3:26])=[CH:23][C:22]([C:27]3[CH:32]=[CH:31][CH:30]=[C:29]([F:33])[CH:28]=3)=[C:21]([Cl:34])[CH:20]=1)=[N:14][N:13]=[CH:12]2)C1C=CC=CC=1.ClN1C(C)(C)C(=[O:43])N(Cl)C1=O.[F:46][C:47]1[C:52]([F:53])=[C:51]([F:54])[C:50]([F:55])=[C:49]([F:56])[C:48]=1[OH:57].C(N(CC)CC)C.[OH2:65], predict the reaction product. The product is: [Cl:34][C:21]1[CH:20]=[C:19]([C:15]2[C:16]3[C:11](=[CH:10][C:9]([S:8]([O:57][C:48]4[C:47]([F:46])=[C:52]([F:53])[C:51]([F:54])=[C:50]([F:55])[C:49]=4[F:56])(=[O:43])=[O:65])=[CH:18][CH:17]=3)[CH:12]=[N:13][N:14]=2)[C:24]([O:25][CH3:26])=[CH:23][C:22]=1[C:27]1[CH:32]=[CH:31][CH:30]=[C:29]([F:33])[CH:28]=1. (4) Given the reactants [Br:1][C:2]1[CH:3]=[N:4][CH:5]=[C:6]([CH:8]2[CH2:12][CH2:11][CH2:10][NH:9]2)[CH:7]=1.N1C=CC=CC=1.[C:19](OC(=O)C)(=[O:21])[CH3:20], predict the reaction product. The product is: [Br:1][C:2]1[CH:7]=[C:6]([CH:8]2[CH2:12][CH2:11][CH2:10][N:9]2[C:19](=[O:21])[CH3:20])[CH:5]=[N:4][CH:3]=1.